From a dataset of Forward reaction prediction with 1.9M reactions from USPTO patents (1976-2016). Predict the product of the given reaction. (1) Given the reactants [CH3:1][O:2][C:3]([C:5]1[C:10]([Cl:11])=[C:9]([NH:12][C:13](=[O:15])[CH3:14])[CH:8]=[C:7](Cl)[N:6]=1)=[O:4].[Cl:17][C:18]1[C:23]([O:24][CH3:25])=[CH:22][C:21](B2OCCCO2)=[C:20]([F:32])[CH:19]=1.[F-].[Cs+].C1(P(C2C=CC=CC=2)CCCCP(C2C=CC=CC=2)C2C=CC=CC=2)C=CC=CC=1, predict the reaction product. The product is: [CH3:1][O:2][C:3]([C:5]1[C:10]([Cl:11])=[C:9]([NH:12][C:13](=[O:15])[CH3:14])[CH:8]=[C:7]([C:21]2[CH:22]=[C:23]([O:24][CH3:25])[C:18]([Cl:17])=[CH:19][C:20]=2[F:32])[N:6]=1)=[O:4]. (2) Given the reactants [F:1][C:2]([F:22])([F:21])[C:3]1[CH:16]=[C:15]([C:17]([F:20])([F:19])[F:18])[CH:14]=[CH:13][C:4]=1[CH2:5][N:6]1[CH2:10][CH2:9][CH:8]([CH:11]=O)[CH2:7]1.[CH2:23]([NH:26][C:27]1[CH2:31][S:30][C:29](=[O:32])[N:28]=1)[C:24]#[CH:25].C([O-])(=O)C.[NH2+]1CCCCC1, predict the reaction product. The product is: [F:22][C:2]([F:1])([F:21])[C:3]1[CH:16]=[C:15]([C:17]([F:20])([F:19])[F:18])[CH:14]=[CH:13][C:4]=1[CH2:5][N:6]1[CH2:10][CH2:9][CH:8](/[CH:11]=[C:31]2/[C:27]([NH:26][CH2:23][C:24]#[CH:25])=[N:28][C:29](=[O:32])[S:30]/2)[CH2:7]1. (3) Given the reactants [OH:1][C:2]1[CH:28]=[CH:27][C:5]([O:6][CH2:7][CH2:8][C:9]2[CH:10]=[C:11]([CH:24]=[CH:25][CH:26]=2)[O:12][CH2:13][C:14]2[CH:23]=[CH:22][CH:21]=[CH:20][C:15]=2[C:16]([O:18][CH3:19])=[O:17])=[CH:4][CH:3]=1.C(N(CC)CC)C.[CH3:36][S:37](Cl)(=[O:39])=[O:38], predict the reaction product. The product is: [CH3:36][S:37]([O:1][C:2]1[CH:3]=[CH:4][C:5]([O:6][CH2:7][CH2:8][C:9]2[CH:10]=[C:11]([CH:24]=[CH:25][CH:26]=2)[O:12][CH2:13][C:14]2[CH:23]=[CH:22][CH:21]=[CH:20][C:15]=2[C:16]([O:18][CH3:19])=[O:17])=[CH:27][CH:28]=1)(=[O:39])=[O:38]. (4) The product is: [NH2:10][C@H:4]([C@@H:5]([CH3:9])[CH2:6][CH:7]=[CH2:8])[C:3]([OH:21])=[O:2]. Given the reactants C[O:2][C:3](=[O:21])[C@H:4]([N:10]1C(=O)C2C(=CC=CC=2)C1=O)[C@@H:5]([CH3:9])[CH2:6][CH:7]=[CH2:8], predict the reaction product. (5) Given the reactants [C:1]([C:5]1[CH:44]=[CH:43][C:8]([C:9]([NH:11][C@@H:12]([CH2:17][C:18]2[CH:23]=[CH:22][C:21]([C:24]3[O:28][N:27]=[C:26]([C:29]4[CH:34]=[CH:33][C:32]([O:35][CH2:36][CH2:37][CH2:38][CH2:39][CH2:40][CH2:41][CH3:42])=[CH:31][CH:30]=4)[N:25]=3)=[CH:20][CH:19]=2)[C:13]([O:15]C)=[O:14])=[O:10])=[CH:7][CH:6]=1)([CH3:4])([CH3:3])[CH3:2].[OH-].[Na+], predict the reaction product. The product is: [C:1]([C:5]1[CH:44]=[CH:43][C:8]([C:9]([NH:11][C@@H:12]([CH2:17][C:18]2[CH:23]=[CH:22][C:21]([C:24]3[O:28][N:27]=[C:26]([C:29]4[CH:30]=[CH:31][C:32]([O:35][CH2:36][CH2:37][CH2:38][CH2:39][CH2:40][CH2:41][CH3:42])=[CH:33][CH:34]=4)[N:25]=3)=[CH:20][CH:19]=2)[C:13]([OH:15])=[O:14])=[O:10])=[CH:7][CH:6]=1)([CH3:3])([CH3:2])[CH3:4]. (6) Given the reactants [Cl:1][C:2]1[CH:3]=[C:4]([NH:8][CH2:9][C:10]2[C:19]3[C:14](=[C:15]([F:20])[CH:16]=[CH:17][CH:18]=3)[NH:13][C:12](=[O:21])[CH:11]=2)[CH:5]=[CH:6][CH:7]=1.[C:22]([C:24]1[CH:32]=[CH:31][CH:30]=[CH:29][C:25]=1[C:26](O)=[O:27])#[N:23], predict the reaction product. The product is: [Cl:1][C:2]1[CH:3]=[C:4]([N:8]([CH2:9][C:10]2[C:19]3[C:14](=[C:15]([F:20])[CH:16]=[CH:17][CH:18]=3)[NH:13][C:12](=[O:21])[CH:11]=2)[C:26](=[O:27])[C:25]2[CH:29]=[CH:30][CH:31]=[CH:32][C:24]=2[C:22]#[N:23])[CH:5]=[CH:6][CH:7]=1.